From a dataset of Catalyst prediction with 721,799 reactions and 888 catalyst types from USPTO. Predict which catalyst facilitates the given reaction. Reactant: [NH2:1][C:2]1[N:7]=[C:6]([CH3:8])[C:5]([CH2:9][NH:10][C:11]([C:13]2[CH:14]=[N:15][N:16]([CH2:18][C:19]3[CH:24]=[CH:23][CH:22]=[CH:21][CH:20]=3)[CH:17]=2)=[O:12])=[C:4]([O:25][CH2:26][C:27]([O:29]C)=[O:28])[CH:3]=1.CCO.O.[Li+].[OH-]. Product: [NH2:1][C:2]1[N:7]=[C:6]([CH3:8])[C:5]([CH2:9][NH:10][C:11]([C:13]2[CH:14]=[N:15][N:16]([CH2:18][C:19]3[CH:20]=[CH:21][CH:22]=[CH:23][CH:24]=3)[CH:17]=2)=[O:12])=[C:4]([O:25][CH2:26][C:27]([OH:29])=[O:28])[CH:3]=1. The catalyst class is: 1.